From a dataset of Forward reaction prediction with 1.9M reactions from USPTO patents (1976-2016). Predict the product of the given reaction. (1) Given the reactants [C:1]1([C:7]2[N:12]3[N:13]=[C:14]([NH2:16])[N:15]=[C:11]3[CH:10]=[CH:9][CH:8]=2)[CH:6]=[CH:5][CH:4]=[CH:3][CH:2]=1.Br[C:18]1[CH:19]=[N:20][CH:21]=[C:22]([O:24][CH3:25])[CH:23]=1.CC(C)([O-])C.[Na+], predict the reaction product. The product is: [CH3:25][O:24][C:22]1[CH:23]=[C:18]([NH:16][C:14]2[N:15]=[C:11]3[CH:10]=[CH:9][CH:8]=[C:7]([C:1]4[CH:2]=[CH:3][CH:4]=[CH:5][CH:6]=4)[N:12]3[N:13]=2)[CH:19]=[N:20][CH:21]=1. (2) Given the reactants Cl[C:2]1[CH:7]=[CH:6][N:5]=[C:4]([S:8][CH3:9])[N:3]=1.[NH:10]1[C:18]2[C:13](=[CH:14][CH:15]=[CH:16][CH:17]=2)[CH2:12][CH2:11]1.C(N(CC)C(C)C)(C)C, predict the reaction product. The product is: [CH3:9][S:8][C:4]1[N:3]=[C:2]([N:10]2[C:18]3[C:13](=[CH:14][CH:15]=[CH:16][CH:17]=3)[CH2:12][CH2:11]2)[CH:7]=[CH:6][N:5]=1. (3) Given the reactants [C:1]1([C:7]2[S:8][CH:9]=[C:10]([C:12]([OH:14])=[O:13])[N:11]=2)[CH:6]=[CH:5][CH:4]=[CH:3][CH:2]=1.C1COCC1.[Li]CCCC.[Br:25]Br, predict the reaction product. The product is: [Br:25][C:9]1[S:8][C:7]([C:1]2[CH:2]=[CH:3][CH:4]=[CH:5][CH:6]=2)=[N:11][C:10]=1[C:12]([OH:14])=[O:13]. (4) Given the reactants I[C:2]1[CH:6]=[CH:5][N:4]([CH3:7])[N:3]=1.[Si:8]([O:15][C@@H:16]1[CH2:20][NH:19][C:18](=[O:21])[CH2:17]1)([C:11]([CH3:14])([CH3:13])[CH3:12])([CH3:10])[CH3:9].CNCCNC.P([O-])([O-])([O-])=O.[K+].[K+].[K+], predict the reaction product. The product is: [Si:8]([O:15][C@@H:16]1[CH2:20][N:19]([C:2]2[CH:6]=[CH:5][N:4]([CH3:7])[N:3]=2)[C:18](=[O:21])[CH2:17]1)([C:11]([CH3:14])([CH3:13])[CH3:12])([CH3:10])[CH3:9]. (5) Given the reactants FC(F)(F)C(O)=O.[Cl:8][C:9]1[CH:14]=[CH:13][C:12]([NH:15][C:16]([CH:18]2[CH2:23][C:22](=[CH2:24])[CH2:21][NH:20][CH2:19]2)=[O:17])=[CH:11][CH:10]=1.[O:25]1[CH:29]=[CH:28][CH:27]=[C:26]1[C:30]1[CH:31]=[C:32]([CH:36]=[CH:37][CH:38]=1)[C:33](O)=[O:34].C(N(CC)C(C)C)(C)C.Cl.C(N=C=NCCCN(C)C)C, predict the reaction product. The product is: [Cl:8][C:9]1[CH:10]=[CH:11][C:12]([NH:15][C:16]([CH:18]2[CH2:23][C:22](=[CH2:24])[CH2:21][N:20]([C:33](=[O:34])[C:32]3[CH:36]=[CH:37][CH:38]=[C:30]([C:26]4[O:25][CH:29]=[CH:28][CH:27]=4)[CH:31]=3)[CH2:19]2)=[O:17])=[CH:13][CH:14]=1.